This data is from Full USPTO retrosynthesis dataset with 1.9M reactions from patents (1976-2016). The task is: Predict the reactants needed to synthesize the given product. (1) Given the product [CH2:26]([C:34]1([C:54](=[O:24])[C:55](=[P:5]([C:6]2[CH:11]=[CH:10][CH:9]=[CH:8][CH:7]=2)([C:18]2[CH:19]=[CH:20][CH:21]=[CH:22][CH:23]=2)[C:12]2[CH:13]=[CH:14][CH:15]=[CH:16][CH:17]=2)[C:56]#[N:57])[CH:35]=[CH:36][C:37]([C:40]2[CH:41]=[CH:42][CH:43]=[CH:44][CH:45]=2)=[CH:38][CH2:39]1)[CH2:27][CH2:28][CH2:29][CH2:30][CH2:31][CH2:32][CH3:33], predict the reactants needed to synthesize it. The reactants are: Cl.C(C=[P:5]([C:18]1[CH:23]=[CH:22][CH:21]=[CH:20][CH:19]=1)([C:12]1[CH:17]=[CH:16][CH:15]=[CH:14][CH:13]=1)[C:6]1[CH:11]=[CH:10][CH:9]=[CH:8][CH:7]=1)#N.[OH-:24].[Na+].[CH2:26]([C:34]1[CH:39]=[CH:38][C:37]([C:40]2[CH:45]=[CH:44][C:43](C(O)=O)=[CH:42][CH:41]=2)=[CH:36][CH:35]=1)[CH2:27][CH2:28][CH2:29][CH2:30][CH2:31][CH2:32][CH3:33].CCN=C=N[CH2:54][CH2:55][CH2:56][N:57](C)C.Cl. (2) Given the product [C:1]([O:5][C:6](=[O:21])[CH2:7][N:8]([C:14]([O:16][C:17]([CH3:20])([CH3:19])[CH3:18])=[O:15])[CH2:9][CH:10]([O:13][C:46]1[CH:45]=[CH:44][CH:43]=[C:42]([Cl:41])[CH:47]=1)[CH2:11][CH3:12])([CH3:4])([CH3:2])[CH3:3], predict the reactants needed to synthesize it. The reactants are: [C:1]([O:5][C:6](=[O:21])[CH2:7][N:8]([C:14]([O:16][C:17]([CH3:20])([CH3:19])[CH3:18])=[O:15])[CH2:9][CH:10]([OH:13])[CH2:11][CH3:12])([CH3:4])([CH3:3])[CH3:2].C1(P(C2C=CC=CC=2)C2C=CC=CC=2)C=CC=CC=1.[Cl:41][C:42]1[CH:43]=[C:44](O)[CH:45]=[CH:46][CH:47]=1.N(C(OC(C)C)=O)=NC(OC(C)C)=O. (3) Given the product [Br:1][CH2:2][C:3]([NH:10][C:9]1[CH:11]=[CH:12][CH:13]=[C:7]([F:6])[CH:8]=1)=[O:4], predict the reactants needed to synthesize it. The reactants are: [Br:1][CH2:2][C:3](Br)=[O:4].[F:6][C:7]1[CH:8]=[C:9]([CH:11]=[CH:12][CH:13]=1)[NH2:10]. (4) Given the product [C:16]([O:15][CH2:14][C:13]([NH:36][C:37](=[O:39])[CH3:38])([CH2:19][CH2:20][C:21]1[CH:26]=[CH:25][C:24]([CH2:27][CH2:28][CH2:29][CH2:30][CH2:31][CH2:32][CH2:33][CH3:34])=[CH:23][CH:22]=1)[CH2:12][O:11][C:8](=[O:10])[CH3:9])(=[O:18])[CH3:17], predict the reactants needed to synthesize it. The reactants are: C(O)C.C(O)(=O)C.[C:8]([O:11][CH2:12][C:13]([NH:36][C:37](=[O:39])[CH3:38])([CH2:19][CH2:20][C:21]1[CH:26]=[CH:25][C:24]([C:27](=O)[CH2:28][CH2:29][CH2:30][CH2:31][CH2:32][CH2:33][CH3:34])=[CH:23][CH:22]=1)[CH2:14][O:15][C:16](=[O:18])[CH3:17])(=[O:10])[CH3:9].[H][H]. (5) Given the product [NH2:4][C:5]1[CH:10]=[CH:9][CH:8]=[CH:7][C:6]=1[NH:11][C:12](=[O:35])[C:13]1[CH:18]=[CH:17][C:16]([C:19]2[N:24]=[C:23]([CH2:25][CH2:26][CH2:27][NH:28][N:29]3[CH2:34][CH2:33][O:32][CH2:31][CH2:30]3)[N:22]=[CH:21][CH:20]=2)=[CH:15][CH:14]=1, predict the reactants needed to synthesize it. The reactants are: Cl.Cl.Cl.[NH2:4][C:5]1[CH:10]=[CH:9][CH:8]=[CH:7][C:6]=1[NH:11][C:12](=[O:35])[C:13]1[CH:18]=[CH:17][C:16]([C:19]2[N:24]=[C:23]([CH2:25][CH2:26][CH2:27][NH:28][N:29]3[CH2:34][CH2:33][O:32][CH2:31][CH2:30]3)[N:22]=[CH:21][CH:20]=2)=[CH:15][CH:14]=1. (6) Given the product [N:1]1[CH:6]=[CH:5][CH:4]=[CH:3][C:2]=1[C:7]1[S:11][CH:10]=[C:9](/[CH:12]=[CH:22]/[CH:23]=[O:24])[CH:8]=1, predict the reactants needed to synthesize it. The reactants are: [N:1]1[CH:6]=[CH:5][CH:4]=[CH:3][C:2]=1[C:7]1[S:11][CH:10]=[C:9]([CH:12]=O)[CH:8]=1.N1(C2C=C[C:22]([CH:23]=[O:24])=CC=2)C=CC=N1.